Dataset: Full USPTO retrosynthesis dataset with 1.9M reactions from patents (1976-2016). Task: Predict the reactants needed to synthesize the given product. (1) Given the product [Cl:1][C:2]1[CH:3]=[C:4]([C:17]2[O:33][N:32]=[C:26]([C:27]([O:29][CH2:30][CH3:31])=[O:28])[CH:18]=2)[CH:5]=[C:6]2[C:10]=1[C:9](=[O:11])[N:8]([C@H:12]([CH:14]1[CH2:16][CH2:15]1)[CH3:13])[CH2:7]2, predict the reactants needed to synthesize it. The reactants are: [Cl:1][C:2]1[CH:3]=[C:4]([C:17]#[CH:18])[CH:5]=[C:6]2[C:10]=1[C:9](=[O:11])[N:8]([C@H:12]([CH:14]1[CH2:16][CH2:15]1)[CH3:13])[CH2:7]2.C(=O)([O-])O.[K+].O.Cl[C:26](=[N:32][OH:33])[C:27]([O:29][CH2:30][CH3:31])=[O:28]. (2) Given the product [CH:18]([C:15]1[N:16]=[CH:17][C:12]([O:11][CH2:10][C@@H:9]([NH:8][C:6](=[O:7])[O:5][C:1]([CH3:4])([CH3:3])[CH3:2])[CH3:22])=[CH:13][CH:14]=1)=[O:19], predict the reactants needed to synthesize it. The reactants are: [C:1]([O:5][C:6]([NH:8][C@@H:9]([CH3:22])[CH2:10][O:11][C:12]1[CH:13]=[CH:14][C:15]([C:18](OC)=[O:19])=[N:16][CH:17]=1)=[O:7])([CH3:4])([CH3:3])[CH3:2].C1(C)C=CC=CC=1.[H-].C([Al+]CC(C)C)C(C)C.O.O.O.O.O.O.O.O.O.O.S([O-])([O-])(=O)=O.[Na+].[Na+]. (3) Given the product [ClH:1].[ClH:1].[CH2:3]([O:10][C:11]1[CH:12]=[CH:13][C:14]([C:17]2[CH:18]=[C:19]([O:27][CH2:28][C@@H:29]3[CH2:33][N:32]([CH3:39])[CH2:31][C@H:30]3[CH2:34][OH:35])[N:20]=[N:21][C:22]=2[CH2:23][CH2:24][CH2:25][CH3:26])=[CH:15][CH:16]=1)[C:4]1[CH:9]=[CH:8][CH:7]=[CH:6][CH:5]=1, predict the reactants needed to synthesize it. The reactants are: [ClH:1].Cl.[CH2:3]([O:10][C:11]1[CH:16]=[CH:15][C:14]([C:17]2[CH:18]=[C:19]([O:27][CH2:28][C@@H:29]3[CH2:33][NH:32][CH2:31][C@H:30]3[CH2:34][OH:35])[N:20]=[N:21][C:22]=2[CH2:23][CH2:24][CH2:25][CH3:26])=[CH:13][CH:12]=1)[C:4]1[CH:9]=[CH:8][CH:7]=[CH:6][CH:5]=1.C=O.O.[C:39](O[BH-](OC(=O)C)OC(=O)C)(=O)C.[Na+].C([O-])(O)=O.[Na+].Cl. (4) Given the product [CH2:1]([O:8][C:9]1[CH:18]=[C:17]2[C:12]([C:13]([Cl:24])=[N:14][CH:15]=[N:16]2)=[CH:11][C:10]=1[O:20][CH3:21])[C:2]1[CH:7]=[CH:6][CH:5]=[CH:4][CH:3]=1, predict the reactants needed to synthesize it. The reactants are: [CH2:1]([O:8][C:9]1[CH:18]=[C:17]2[C:12]([C:13](=O)[NH:14][CH:15]=[N:16]2)=[CH:11][C:10]=1[O:20][CH3:21])[C:2]1[CH:7]=[CH:6][CH:5]=[CH:4][CH:3]=1.O=P(Cl)(Cl)[Cl:24]. (5) Given the product [F:1][C:2]1[CH:10]=[CH:9][C:8]2[CH:7]([CH:11]=[O:12])[CH2:6][CH2:5][C:4]=2[C:3]=1[C:14]#[N:15], predict the reactants needed to synthesize it. The reactants are: [F:1][C:2]1[CH:10]=[CH:9][C:8]2[C:7](=[CH:11][O:12]C)[CH2:6][CH2:5][C:4]=2[C:3]=1[C:14]#[N:15].B(Br)(Br)Br.